This data is from Merck oncology drug combination screen with 23,052 pairs across 39 cell lines. The task is: Regression. Given two drug SMILES strings and cell line genomic features, predict the synergy score measuring deviation from expected non-interaction effect. (1) Drug 1: O=C(NOCC(O)CO)c1ccc(F)c(F)c1Nc1ccc(I)cc1F. Drug 2: CNC(=O)c1cc(Oc2ccc(NC(=O)Nc3ccc(Cl)c(C(F)(F)F)c3)cc2)ccn1. Cell line: RKO. Synergy scores: synergy=49.2. (2) Drug 1: Cc1nc(Nc2ncc(C(=O)Nc3c(C)cccc3Cl)s2)cc(N2CCN(CCO)CC2)n1. Drug 2: CNC(=O)c1cc(Oc2ccc(NC(=O)Nc3ccc(Cl)c(C(F)(F)F)c3)cc2)ccn1. Cell line: NCIH23. Synergy scores: synergy=25.4. (3) Drug 1: C=CCn1c(=O)c2cnc(Nc3ccc(N4CCN(C)CC4)cc3)nc2n1-c1cccc(C(C)(C)O)n1. Drug 2: CC1(c2nc3c(C(N)=O)cccc3[nH]2)CCCN1. Cell line: RPMI7951. Synergy scores: synergy=-0.369. (4) Drug 1: COC12C(COC(N)=O)C3=C(C(=O)C(C)=C(N)C3=O)N1CC1NC12. Drug 2: O=C(O)C1(Cc2cccc(Nc3nccs3)n2)CCC(Oc2cccc(Cl)c2F)CC1. Cell line: CAOV3. Synergy scores: synergy=-17.0. (5) Drug 1: O=S1(=O)NC2(CN1CC(F)(F)F)C1CCC2Cc2cc(C=CCN3CCC(C(F)(F)F)CC3)ccc2C1. Drug 2: CC1(c2nc3c(C(N)=O)cccc3[nH]2)CCCN1. Cell line: LNCAP. Synergy scores: synergy=6.20. (6) Drug 1: C#Cc1cccc(Nc2ncnc3cc(OCCOC)c(OCCOC)cc23)c1. Drug 2: COC1=C2CC(C)CC(OC)C(O)C(C)C=C(C)C(OC(N)=O)C(OC)C=CC=C(C)C(=O)NC(=CC1=O)C2=O. Cell line: A2058. Synergy scores: synergy=19.9. (7) Cell line: T47D. Drug 1: CC(=O)OC1C(=O)C2(C)C(O)CC3OCC3(OC(C)=O)C2C(OC(=O)c2ccccc2)C2(O)CC(OC(=O)C(O)C(NC(=O)c3ccccc3)c3ccccc3)C(C)=C1C2(C)C. Drug 2: Cc1nc(Nc2ncc(C(=O)Nc3c(C)cccc3Cl)s2)cc(N2CCN(CCO)CC2)n1. Synergy scores: synergy=41.8. (8) Drug 1: CCc1c2c(nc3ccc(O)cc13)-c1cc3c(c(=O)n1C2)COC(=O)C3(O)CC. Drug 2: Cn1cc(-c2cnn3c(N)c(Br)c(C4CCCNC4)nc23)cn1. Cell line: EFM192B. Synergy scores: synergy=12.0.